Dataset: Cav3 T-type calcium channel HTS with 100,875 compounds. Task: Binary Classification. Given a drug SMILES string, predict its activity (active/inactive) in a high-throughput screening assay against a specified biological target. The compound is s1cc(C2CC(OC(=C2)C(=O)NCc2ccccc2)OCc2ccc(cc2)CO)c2c1cccc2. The result is 0 (inactive).